The task is: Predict which catalyst facilitates the given reaction.. This data is from Catalyst prediction with 721,799 reactions and 888 catalyst types from USPTO. Reactant: [H-].[Na+].[CH2:3]([C:10]1([CH3:20])[N:15]([CH3:16])[C:14](=[O:17])[CH2:13][N:12]([CH3:18])[C:11]1=[O:19])[C:4]1[CH:9]=[CH:8][CH:7]=[CH:6][CH:5]=1.Br[CH2:22][C:23]1[CH:28]=[CH:27][CH:26]=[C:25]([Cl:29])[C:24]=1[Cl:30].O. Product: [CH2:3]([C:10]1([CH3:20])[N:15]([CH3:16])[C:14](=[O:17])[CH:13]([CH2:22][C:23]2[CH:28]=[CH:27][CH:26]=[C:25]([Cl:29])[C:24]=2[Cl:30])[N:12]([CH3:18])[C:11]1=[O:19])[C:4]1[CH:5]=[CH:6][CH:7]=[CH:8][CH:9]=1. The catalyst class is: 9.